Dataset: Forward reaction prediction with 1.9M reactions from USPTO patents (1976-2016). Task: Predict the product of the given reaction. (1) Given the reactants [CH3:1][C:2]1[O:3][C:4]2[CH:10]=[CH:9][CH:8]=[CH:7][C:5]=2[N:6]=1.C[C:12]([N:14]([CH3:16])[CH3:15])=O, predict the reaction product. The product is: [O:3]1[C:4]2[CH:10]=[CH:9][CH:8]=[CH:7][C:5]=2[N:6]=[C:2]1/[CH:1]=[CH:12]/[N:14]([CH3:16])[CH3:15]. (2) Given the reactants C([N:4]1[C:16]2[CH:15]=[C:14](I)[CH:13]=[CH:12][C:11]=2[C:10]2[C:5]1=[CH:6][C:7](I)=[CH:8][CH:9]=2)(=O)C.[CH:19]1[C:31]2[NH:30][C:29]3[C:24](=[CH:25][CH:26]=[CH:27][CH:28]=3)[C:23]=2[CH:22]=[CH:21][CH:20]=1, predict the reaction product. The product is: [C:15]1([C:20]2[CH:21]=[CH:22][C:23]3[C:24]4[C:29](=[CH:28][C:27]([C:6]5[C:5]6[NH:4][C:16]7[C:11](=[CH:12][CH:13]=[CH:14][CH:15]=7)[C:10]=6[CH:9]=[CH:8][CH:7]=5)=[CH:26][CH:25]=4)[NH:30][C:31]=3[CH:19]=2)[C:16]2[NH:4][C:5]3[C:10](=[CH:9][CH:8]=[CH:7][CH:6]=3)[C:11]=2[CH:12]=[CH:13][CH:14]=1. (3) Given the reactants [NH2:1][C:2]1[CH:3]=[C:4]([CH:7]=[CH:8][CH:9]=1)[C:5]#[N:6].Cl[CH2:11][CH2:12][CH2:13][C:14](Cl)=[O:15].C1CCN2C(=NCCC2)CC1.C(Cl)Cl, predict the reaction product. The product is: [O:15]=[C:14]1[CH2:13][CH2:12][CH2:11][N:1]1[C:2]1[CH:3]=[C:4]([CH:7]=[CH:8][CH:9]=1)[C:5]#[N:6]. (4) Given the reactants P12(SP3(SP(SP(S3)(S1)=S)(=S)S2)=S)=[S:2].O.C(OCC)C.Cl[CH:22]1[C:27](=O)[CH2:26][CH2:25][N:24]([C:29]([O:31][CH2:32][CH3:33])=[O:30])[CH2:23]1.[CH:34]([NH2:36])=O, predict the reaction product. The product is: [CH2:32]([O:31][C:29]([N:24]1[CH2:25][CH2:26][C:27]2[N:36]=[CH:34][S:2][C:22]=2[CH2:23]1)=[O:30])[CH3:33]. (5) Given the reactants [CH3:1][C:2]1(C)[O:7][C:6]2[CH:8]=[CH:9][C:10]([C@@H:12]([OH:37])[CH2:13][NH:14][CH2:15][CH2:16][CH2:17][CH2:18][CH2:19][CH2:20][O:21][CH2:22][CH2:23][CH2:24][CH2:25][C:26]3[CH:27]=[C:28]([NH:33][C:34]([NH2:36])=[O:35])[CH:29]=[C:30]([CH3:32])[CH:31]=3)=[CH:11][C:5]=2[CH2:4][O:3]1.C(O)(=O)C, predict the reaction product. The product is: [C:2]([OH:7])(=[O:3])[CH3:1].[OH:37][C@H:12]([C:10]1[CH:9]=[CH:8][C:6]([OH:7])=[C:5]([CH2:4][OH:3])[CH:11]=1)[CH2:13][NH:14][CH2:15][CH2:16][CH2:17][CH2:18][CH2:19][CH2:20][O:21][CH2:22][CH2:23][CH2:24][CH2:25][C:26]1[CH:27]=[C:28]([NH:33][C:34]([NH2:36])=[O:35])[CH:29]=[C:30]([CH3:32])[CH:31]=1. (6) Given the reactants [CH:1]([C:3]1[S:7][C:6]([C:8]([OH:10])=O)=[CH:5][C:4]=1[CH3:11])=[O:2].[CH2:12]([O:14][C:15](=[O:31])[CH2:16][CH2:17][C:18]1[C:23]([CH3:24])=[CH:22][C:21]([C:25](=[NH:28])[NH:26]O)=[CH:20][C:19]=1[CH2:29][CH3:30])[CH3:13], predict the reaction product. The product is: [CH2:12]([O:14][C:15](=[O:31])[CH2:16][CH2:17][C:18]1[C:23]([CH3:24])=[CH:22][C:21]([C:25]2[N:28]=[C:8]([C:6]3[S:7][C:3]([CH:1]=[O:2])=[C:4]([CH3:11])[CH:5]=3)[O:10][N:26]=2)=[CH:20][C:19]=1[CH2:29][CH3:30])[CH3:13]. (7) Given the reactants Cl[CH2:2][CH2:3][CH2:4][N:5]1[CH2:10][CH2:9][S:8][C:7]2[CH:11]=[C:12]([N+:15]([O-:17])=[O:16])[CH:13]=[CH:14][C:6]1=2.[NH:18]1[CH2:22][CH2:21][CH2:20][CH2:19]1.C(=O)([O-])[O-].[K+].[K+].[I-].[K+], predict the reaction product. The product is: [N+:15]([C:12]1[CH:13]=[CH:14][C:6]2[N:5]([CH2:4][CH2:3][CH2:2][N:18]3[CH2:22][CH2:21][CH2:20][CH2:19]3)[CH2:10][CH2:9][S:8][C:7]=2[CH:11]=1)([O-:17])=[O:16].